This data is from Catalyst prediction with 721,799 reactions and 888 catalyst types from USPTO. The task is: Predict which catalyst facilitates the given reaction. (1) Reactant: [NH2:1][C:2]1[S:3][C:4]([CH:11]([CH3:13])[CH3:12])=[C:5]([C:7]([O:9][CH3:10])=[O:8])[N:6]=1.[F:14][C:15]1[CH:23]=[CH:22][C:21]([C:24]([F:27])([F:26])[F:25])=[CH:20][C:16]=1[C:17](Cl)=[O:18].C(N(CC)CC)C. Product: [CH:11]([C:4]1[S:3][C:2]([NH:1][C:17](=[O:18])[C:16]2[CH:20]=[C:21]([C:24]([F:25])([F:26])[F:27])[CH:22]=[CH:23][C:15]=2[F:14])=[N:6][C:5]=1[C:7]([O:9][CH3:10])=[O:8])([CH3:13])[CH3:12]. The catalyst class is: 2. (2) Reactant: [N:1]1[N:2]=[C:3]([C:10]2[CH:19]=[CH:18][C:17]3[C:12](=[C:13](Br)[CH:14]=[C:15]([F:20])[CH:16]=3)[N:11]=2)[N:4]2[CH:9]=[CH:8][CH:7]=[CH:6][C:5]=12.[NH:22]1[CH2:27][CH2:26][CH:25]([CH2:28][NH:29][C:30](=[O:36])[O:31][C:32]([CH3:35])([CH3:34])[CH3:33])[CH2:24][CH2:23]1.C([O-])([O-])=O.[Cs+].[Cs+]. The catalyst class is: 101. Product: [N:1]1[N:2]=[C:3]([C:10]2[CH:19]=[CH:18][C:17]3[C:12](=[C:13]([N:22]4[CH2:27][CH2:26][CH:25]([CH2:28][NH:29][C:30](=[O:36])[O:31][C:32]([CH3:34])([CH3:33])[CH3:35])[CH2:24][CH2:23]4)[CH:14]=[C:15]([F:20])[CH:16]=3)[N:11]=2)[N:4]2[CH:9]=[CH:8][CH:7]=[CH:6][C:5]=12. (3) Reactant: [CH2:1]([O:3][C:4](=[O:20])[CH2:5][N:6]1[C:14](=[O:15])[C:13]2[C:8](=[CH:9][CH:10]=[C:11]([N+]([O-])=O)[CH:12]=2)[C:7]1=[O:19])[CH3:2].[F:21][C:22]1[CH:23]=[C:24]([OH:29])[CH:25]=[C:26]([F:28])[CH:27]=1.C(=O)([O-])[O-].[K+].[K+].CC(N(C)C)=O. Product: [CH2:1]([O:3][C:4](=[O:20])[CH2:5][N:6]1[C:14](=[O:15])[C:13]2[C:8](=[CH:9][CH:10]=[C:11]([O:29][C:24]3[CH:23]=[C:22]([F:21])[CH:27]=[C:26]([F:28])[CH:25]=3)[CH:12]=2)[C:7]1=[O:19])[CH3:2]. The catalyst class is: 6. (4) Reactant: [OH-].[Na+].C[O:4][C:5](=[O:34])[CH2:6][CH2:7][C:8]1[CH:13]=[CH:12][C:11]([O:14][CH2:15][CH2:16][C@@H:17]([O:19][C:20]2[CH:25]=[CH:24][C:23]([CH2:26][CH3:27])=[CH:22][C:21]=2[C:28]2[N:29]=[CH:30][S:31][CH:32]=2)[CH3:18])=[CH:10][C:9]=1[CH3:33].Cl. Product: [CH2:26]([C:23]1[CH:24]=[CH:25][C:20]([O:19][C@@H:17]([CH3:18])[CH2:16][CH2:15][O:14][C:11]2[CH:12]=[CH:13][C:8]([CH2:7][CH2:6][C:5]([OH:34])=[O:4])=[C:9]([CH3:33])[CH:10]=2)=[C:21]([C:28]2[N:29]=[CH:30][S:31][CH:32]=2)[CH:22]=1)[CH3:27]. The catalyst class is: 5. (5) Reactant: Cl[C:2]1[CH:11]=[C:10]([O:12][CH3:13])[C:9]2[C:4](=[CH:5][C:6]([C:14]3[C:19]([C:20]([F:23])([F:22])[F:21])=[CH:18][CH:17]=[CH:16][N:15]=3)=[CH:7][CH:8]=2)[N:3]=1.C([O-])=O.[NH4+]. Product: [CH3:13][O:12][C:10]1[C:9]2[C:4](=[CH:5][C:6]([C:14]3[C:19]([C:20]([F:23])([F:21])[F:22])=[CH:18][CH:17]=[CH:16][N:15]=3)=[CH:7][CH:8]=2)[N:3]=[CH:2][CH:11]=1. The catalyst class is: 43. (6) Reactant: [Br:1][C:2]1[C:11]([OH:12])=[CH:10][CH:9]=[C:8]2[C:3]=1[CH:4]=[CH:5][C:6]([C:13]1[O:14][C:15]3[CH:27]=[CH:26][CH:25]=[CH:24][C:16]=3[C:17]=1[C:18](=[O:23])[CH2:19][CH2:20][CH2:21][CH3:22])=[CH:7]2.C(=O)([O-])[O-].[Cs+].[Cs+].Br[CH2:35][C:36]#[N:37].O. Product: [Br:1][C:2]1[C:3]2[C:8](=[CH:7][C:6]([C:13]3[O:14][C:15]4[CH:27]=[CH:26][CH:25]=[CH:24][C:16]=4[C:17]=3[C:18](=[O:23])[CH2:19][CH2:20][CH2:21][CH3:22])=[CH:5][CH:4]=2)[CH:9]=[CH:10][C:11]=1[O:12][CH2:35][C:36]#[N:37]. The catalyst class is: 21. (7) Reactant: N(C(OCC)=O)=NC(OCC)=O.[C:13]([O:17][C:18]([N:20]1[CH2:24][CH2:23][CH2:22][C@H:21]1[CH2:25][OH:26])=[O:19])([CH3:16])([CH3:15])[CH3:14].[F:27][C:28]1[CH:29]=[C:30](O)[CH:31]=[CH:32][CH:33]=1.C(N(CC)CC)C. Product: [C:13]([O:17][C:18]([N:20]1[CH2:24][CH2:23][CH2:22][C@H:21]1[CH2:25][O:26][C:32]1[CH:31]=[CH:30][CH:29]=[C:28]([F:27])[CH:33]=1)=[O:19])([CH3:16])([CH3:15])[CH3:14]. The catalyst class is: 98. (8) Reactant: [CH2:1]([O:8][C:9]1[CH:14]=[CH:13][C:12]([C:15]2[NH:16][C:17]([Cl:22])=[C:18]([CH:20]=[O:21])[N:19]=2)=[C:11]([F:23])[CH:10]=1)[C:2]1[CH:7]=[CH:6][CH:5]=[CH:4][CH:3]=1.C(=O)([O-])[O-].[K+].[K+].Br[CH:31]1[CH2:36][CH2:35][CH2:34][CH:33]=[CH:32]1.O. The catalyst class is: 9. Product: [CH2:1]([O:8][C:9]1[CH:14]=[CH:13][C:12]([C:15]2[N:19]([CH:36]3[CH2:35][CH2:34][CH2:33][CH:32]=[CH:31]3)[C:18]([CH:20]=[O:21])=[C:17]([Cl:22])[N:16]=2)=[C:11]([F:23])[CH:10]=1)[C:2]1[CH:3]=[CH:4][CH:5]=[CH:6][CH:7]=1.[CH2:1]([O:8][C:9]1[CH:14]=[CH:13][C:12]([C:15]2[N:16]([CH:36]3[CH2:35][CH2:34][CH2:33][CH:32]=[CH:31]3)[C:17]([Cl:22])=[C:18]([CH:20]=[O:21])[N:19]=2)=[C:11]([F:23])[CH:10]=1)[C:2]1[CH:3]=[CH:4][CH:5]=[CH:6][CH:7]=1. (9) Reactant: [NH2:1][C:2]1[C:3]2[C:10]([C:11]3[CH:16]=[CH:15][C:14]([NH:17][C:18](=[O:26])[O:19][C:20]4[CH:25]=CC=[CH:22][CH:21]=4)=[C:13]([O:27][CH3:28])[CH:12]=3)=[CH:9][N:8]([CH:29]3[CH2:34][CH2:33][O:32][CH2:31][CH2:30]3)[C:4]=2[N:5]=[CH:6][N:7]=1.C1OC[O:37]C1CO. Product: [NH2:1][C:2]1[C:3]2[C:10]([C:11]3[CH:16]=[CH:15][C:14]([NH:17][C:18](=[O:26])[O:19][CH:20]4[CH2:21][CH2:22][O:37][CH2:25]4)=[C:13]([O:27][CH3:28])[CH:12]=3)=[CH:9][N:8]([CH:29]3[CH2:30][CH2:31][O:32][CH2:33][CH2:34]3)[C:4]=2[N:5]=[CH:6][N:7]=1. The catalyst class is: 17.